From a dataset of Forward reaction prediction with 1.9M reactions from USPTO patents (1976-2016). Predict the product of the given reaction. (1) Given the reactants [NH:1]1[CH:5]=[N:4][CH:3]=[N:2]1.[O-]P([O-])([O-])=O.[K+].[K+].[K+].[Br:14][C:15]1[CH:20]=[CH:19][C:18](I)=[CH:17][CH:16]=1.CN[C@H]1CCCC[C@@H]1NC, predict the reaction product. The product is: [Br:14][C:15]1[CH:20]=[CH:19][C:18]([N:1]2[CH:5]=[N:4][CH:3]=[N:2]2)=[CH:17][CH:16]=1. (2) Given the reactants [CH3:1][O:2][CH2:3][CH2:4][CH2:5][CH2:6][N:7]1[C:11]([C:12]2[S:13][CH:14]=[CH:15][CH:16]=2)=[CH:10][CH:9]=[C:8]1[C:17]([N:19]([CH2:41][CH:42]([CH3:44])[CH3:43])[C@H:20]1[CH2:25][C@@H:24]([C:26]([N:28]2[CH2:33][CH2:32][O:31][CH2:30][CH2:29]2)=[O:27])[CH2:23][N:22](C(OC(C)(C)C)=O)[CH2:21]1)=[O:18].C(OCC)(=O)C.Cl, predict the reaction product. The product is: [CH3:1][O:2][CH2:3][CH2:4][CH2:5][CH2:6][N:7]1[C:11]([C:12]2[S:13][CH:14]=[CH:15][CH:16]=2)=[CH:10][CH:9]=[C:8]1[C:17]([N:19]([CH2:41][CH:42]([CH3:44])[CH3:43])[C@H:20]1[CH2:25][C@@H:24]([C:26]([N:28]2[CH2:33][CH2:32][O:31][CH2:30][CH2:29]2)=[O:27])[CH2:23][NH:22][CH2:21]1)=[O:18]. (3) Given the reactants [CH3:1][O:2][C:3]1[CH:10]=[C:9]([O:11][CH3:12])[CH:8]=[CH:7][C:4]=1[CH:5]=O.[NH2:13][C:14]1[S:15][CH:16]=[CH:17][N:18]=1.[BH4-].[Na+].CO, predict the reaction product. The product is: [CH3:1][O:2][C:3]1[CH:10]=[C:9]([O:11][CH3:12])[CH:8]=[CH:7][C:4]=1[CH2:5][NH:13][C:14]1[S:15][CH:16]=[CH:17][N:18]=1.